From a dataset of Peptide-MHC class I binding affinity with 185,985 pairs from IEDB/IMGT. Regression. Given a peptide amino acid sequence and an MHC pseudo amino acid sequence, predict their binding affinity value. This is MHC class I binding data. (1) The peptide sequence is YMIKLAKEV. The MHC is HLA-A26:01 with pseudo-sequence HLA-A26:01. The binding affinity (normalized) is 0.0847. (2) The peptide sequence is GIVSSMHYK. The MHC is HLA-B57:01 with pseudo-sequence HLA-B57:01. The binding affinity (normalized) is 0.0847.